Dataset: Catalyst prediction with 721,799 reactions and 888 catalyst types from USPTO. Task: Predict which catalyst facilitates the given reaction. (1) Reactant: COC1C=CC(C[O:10][CH:11]2[CH2:15][CH:14]([NH:16][C:17](=[O:23])[O:18][C:19]([CH3:22])([CH3:21])[CH3:20])[CH:13]([NH:24][C:25](=[O:37])[C:26]3[CH:31]=[CH:30][CH:29]=[CH:28][C:27]=3[N:32]3[N:36]=[CH:35][CH:34]=[N:33]3)[CH2:12]2)=CC=1.ClC1C(=O)C(C#N)=C(C#N)C(=O)C=1Cl. Product: [OH:10][CH:11]1[CH2:15][CH:14]([NH:16][C:17](=[O:23])[O:18][C:19]([CH3:22])([CH3:21])[CH3:20])[CH:13]([NH:24][C:25](=[O:37])[C:26]2[CH:31]=[CH:30][CH:29]=[CH:28][C:27]=2[N:32]2[N:33]=[CH:34][CH:35]=[N:36]2)[CH2:12]1. The catalyst class is: 34. (2) Reactant: [N:1]([CH2:8][CH2:9][OH:10])([CH2:5][CH2:6][OH:7])[CH2:2][CH2:3][OH:4].[C:11]12[C:17](=[CH:18][CH:19]=[CH:20][CH:21]=1)[NH:16]C(=O)[O:14][C:12]2=[O:13].N12CCN(CC1)CC2.CN(C)C=O. Product: [C:12]([OH:14])(=[O:13])[C:11]1[C:17](=[CH:18][CH:19]=[CH:20][CH:21]=1)[NH2:16].[C:12]([OH:14])(=[O:13])[C:11]1[C:17](=[CH:18][CH:19]=[CH:20][CH:21]=1)[NH2:16].[C:12]([OH:14])(=[O:13])[C:11]1[C:17](=[CH:18][CH:19]=[CH:20][CH:21]=1)[NH2:16].[N:1]([CH2:8][CH2:9][OH:10])([CH2:5][CH2:6][OH:7])[CH2:2][CH2:3][OH:4]. The catalyst class is: 72. (3) Reactant: [N+:1]([C:4]1[CH:11]=[CH:10][CH:9]=[C:8]([O:12][C:13]2[CH:18]=[CH:17][CH:16]=[CH:15][CH:14]=2)[C:5]=1[C:6]#[N:7])([O-])=O.Cl. The catalyst class is: 415. Product: [NH2:1][C:4]1[CH:11]=[CH:10][CH:9]=[C:8]([O:12][C:13]2[CH:18]=[CH:17][CH:16]=[CH:15][CH:14]=2)[C:5]=1[C:6]#[N:7]. (4) Reactant: [C:1]([NH:5][C:6]([C:8]1[C:16]2[C:11](=[N:12][CH:13]=[C:14]([N:17]3[C:25]4[C:20](=[CH:21][C:22]([Cl:26])=[CH:23][CH:24]=4)[CH:19]=[N:18]3)[N:15]=2)[N:10](COCC[Si](C)(C)C)[CH:9]=1)=[O:7])([CH3:4])([CH3:3])[CH3:2].FC(F)(F)C(O)=O. Product: [C:1]([NH:5][C:6]([C:8]1[C:16]2[C:11](=[N:12][CH:13]=[C:14]([N:17]3[C:25]4[C:20](=[CH:21][C:22]([Cl:26])=[CH:23][CH:24]=4)[CH:19]=[N:18]3)[N:15]=2)[NH:10][CH:9]=1)=[O:7])([CH3:4])([CH3:2])[CH3:3]. The catalyst class is: 4. (5) The catalyst class is: 12. Reactant: [F:1][C:2]1[CH:35]=[C:34]([F:36])[CH:33]=[CH:32][C:3]=1[O:4][C:5]1[CH:10]=[CH:9][C:8]([NH:11][S:12]([CH2:15][CH3:16])(=[O:14])=[O:13])=[CH:7][C:6]=1[C:17]1[C:25]2[C:20](=[C:21]([O:29]C)[N:22]=[C:23]([C:26]([OH:28])=[O:27])[CH:24]=2)[N:19]([CH3:31])[CH:18]=1.Cl. Product: [F:1][C:2]1[CH:35]=[C:34]([F:36])[CH:33]=[CH:32][C:3]=1[O:4][C:5]1[CH:10]=[CH:9][C:8]([NH:11][S:12]([CH2:15][CH3:16])(=[O:14])=[O:13])=[CH:7][C:6]=1[C:17]1[C:25]2[CH:24]=[C:23]([C:26]([OH:28])=[O:27])[NH:22][C:21](=[O:29])[C:20]=2[N:19]([CH3:31])[CH:18]=1. (6) Reactant: C([O:4][C@@H:5]1[C@@H:10]([O:11]C(=O)C)[C@H:9]([O:15]C(=O)C)[C@@H:8]([CH2:19][O:20]C(=O)C)[O:7][C@H:6]1[O:24][C:25]1[C:29]([CH2:30][C:31]2[CH:36]=[CH:35][C:34]([O:37][CH2:38][C:39]([C:42](=[O:49])[NH:43][C@H:44]([C:46](=[O:48])[NH2:47])[CH3:45])([CH3:41])[CH3:40])=[CH:33][CH:32]=2)=[C:28]([CH:50]([CH3:52])[CH3:51])[NH:27][N:26]=1)(=O)C.C[O-].[Na+]. Product: [C:46]([C@@H:44]([NH:43][C:42]([C:39]([CH3:41])([CH3:40])[CH2:38][O:37][C:34]1[CH:33]=[CH:32][C:31]([CH2:30][C:29]2[C:25]([O:24][C@@H:6]3[O:7][C@H:8]([CH2:19][OH:20])[C@@H:9]([OH:15])[C@H:10]([OH:11])[C@H:5]3[OH:4])=[N:26][NH:27][C:28]=2[CH:50]([CH3:52])[CH3:51])=[CH:36][CH:35]=1)=[O:49])[CH3:45])(=[O:48])[NH2:47]. The catalyst class is: 5. (7) Reactant: [CH3:1][CH2:2][CH2:3][C:4]([O:6][C:7]1[CH:8]=[CH:9][C:10]([N+:13]([O-:15])=[O:14])=[CH:11][CH:12]=1)=[O:5]. Product: [C:4]([O-:6])(=[O:5])[CH2:3][CH2:2][CH3:1].[N+:13]([C:10]1[CH:11]=[CH:12][C:7]([O-:6])=[CH:8][CH:9]=1)([O-:15])=[O:14]. The catalyst class is: 6.